Dataset: Forward reaction prediction with 1.9M reactions from USPTO patents (1976-2016). Task: Predict the product of the given reaction. The product is: [N:1]1([CH2:8][CH2:9][CH2:10][CH2:11][CH2:12][C:13]#[N:14])[CH2:6][CH2:5][CH2:4][CH2:3][CH2:2]1. Given the reactants [NH:1]1[CH2:6][CH2:5][CH2:4][CH2:3][CH2:2]1.Cl[CH2:8][CH2:9][CH2:10][CH2:11][CH2:12][C:13]#[N:14], predict the reaction product.